From a dataset of NCI-60 drug combinations with 297,098 pairs across 59 cell lines. Regression. Given two drug SMILES strings and cell line genomic features, predict the synergy score measuring deviation from expected non-interaction effect. (1) Drug 1: CCCCCOC(=O)NC1=NC(=O)N(C=C1F)C2C(C(C(O2)C)O)O. Drug 2: C(CN)CNCCSP(=O)(O)O. Cell line: SN12C. Synergy scores: CSS=-5.61, Synergy_ZIP=2.91, Synergy_Bliss=1.60, Synergy_Loewe=-5.09, Synergy_HSA=-5.37. (2) Drug 1: C1=CC(=CC=C1CCCC(=O)O)N(CCCl)CCCl. Drug 2: CC1=C(C(=CC=C1)Cl)NC(=O)C2=CN=C(S2)NC3=CC(=NC(=N3)C)N4CCN(CC4)CCO. Cell line: OVCAR-5. Synergy scores: CSS=25.8, Synergy_ZIP=1.95, Synergy_Bliss=9.87, Synergy_Loewe=0.369, Synergy_HSA=7.11. (3) Drug 1: CC1=C(C=C(C=C1)NC2=NC=CC(=N2)N(C)C3=CC4=NN(C(=C4C=C3)C)C)S(=O)(=O)N.Cl. Drug 2: CCC1=CC2CC(C3=C(CN(C2)C1)C4=CC=CC=C4N3)(C5=C(C=C6C(=C5)C78CCN9C7C(C=CC9)(C(C(C8N6C)(C(=O)OC)O)OC(=O)C)CC)OC)C(=O)OC.C(C(C(=O)O)O)(C(=O)O)O. Cell line: U251. Synergy scores: CSS=43.1, Synergy_ZIP=-2.42, Synergy_Bliss=-1.38, Synergy_Loewe=0.974, Synergy_HSA=1.77. (4) Drug 1: CCC(=C(C1=CC=CC=C1)C2=CC=C(C=C2)OCCN(C)C)C3=CC=CC=C3.C(C(=O)O)C(CC(=O)O)(C(=O)O)O. Drug 2: CC1=C(C=C(C=C1)NC(=O)C2=CC=C(C=C2)CN3CCN(CC3)C)NC4=NC=CC(=N4)C5=CN=CC=C5. Cell line: ACHN. Synergy scores: CSS=-2.06, Synergy_ZIP=1.13, Synergy_Bliss=-0.0136, Synergy_Loewe=-2.04, Synergy_HSA=-1.87. (5) Drug 1: CC12CCC3C(C1CCC2=O)CC(=C)C4=CC(=O)C=CC34C. Cell line: CCRF-CEM. Drug 2: N.N.Cl[Pt+2]Cl. Synergy scores: CSS=53.5, Synergy_ZIP=0.107, Synergy_Bliss=-0.209, Synergy_Loewe=-1.88, Synergy_HSA=-1.78.